This data is from Forward reaction prediction with 1.9M reactions from USPTO patents (1976-2016). The task is: Predict the product of the given reaction. (1) Given the reactants [Br:1][C:2]1[N:3]=[C:4]([C@H:12]2[CH2:17][N:16]3[C:18](=[O:21])[O:19][CH2:20][C@@H:15]3[CH2:14][CH2:13]2)[N:5]2[CH:10]=[CH:9][N:8]=[C:7](Cl)[C:6]=12.[NH4+:22].[OH-].C(O)CC, predict the reaction product. The product is: [NH2:22][C:7]1[C:6]2[N:5]([C:4]([C@H:12]3[CH2:17][N:16]4[C:18](=[O:21])[O:19][CH2:20][C@@H:15]4[CH2:14][CH2:13]3)=[N:3][C:2]=2[Br:1])[CH:10]=[CH:9][N:8]=1. (2) Given the reactants N1[CH:6]=[CH:5][CH:4]=[CH:3][C:2]=1[C:7]1[CH:8]=[C:9]2[C:15]([CH:16]=[CH:17][C:18]([NH2:20])=[O:19])=[CH:14][N:13](S(C3C=CC(C)=CC=3)(=O)=O)[C:10]2=[N:11][CH:12]=1.[Li+].[OH-].O1CCOC[CH2:34]1, predict the reaction product. The product is: [C:2]1([C:7]2[CH:8]=[C:9]3[C:15]([CH:16]=[CH:17][C:18]([NH2:20])=[O:19])=[CH:14][NH:13][C:10]3=[N:11][CH:12]=2)[CH:3]=[CH:4][CH:5]=[CH:6][CH:34]=1. (3) Given the reactants [NH:1]1[CH2:6][CH2:5][C:4](=[O:7])[CH2:3][CH2:2]1.O[C:9]1[CH:17]=[CH:16][C:15]([CH3:18])=[CH:14][C:10]=1[C:11]([NH2:13])=[O:12].N1CCOCC1, predict the reaction product. The product is: [CH3:18][C:15]1[CH:16]=[CH:17][C:9]2[O:7][C:4]3([CH2:5][CH2:6][NH:1][CH2:2][CH2:3]3)[NH:13][C:11](=[O:12])[C:10]=2[CH:14]=1. (4) Given the reactants [C:1]([C:7]1[CH:12]=[C:11]([O:13][CH3:14])[CH:10]=[CH:9][C:8]=1[C:15](=[O:23])[CH2:16][C:17]1[CH:22]=[CH:21][CH:20]=[CH:19][CH:18]=1)#[C:2][CH2:3][CH2:4][CH2:5][CH3:6].C[Si]([N-][Si](C)(C)C)(C)C.[K+], predict the reaction product. The product is: [CH2:3]([C:2]1[C:16]([C:17]2[CH:22]=[CH:21][CH:20]=[CH:19][CH:18]=2)=[C:15]([OH:23])[C:8]2[C:7]([CH:1]=1)=[CH:12][C:11]([O:13][CH3:14])=[CH:10][CH:9]=2)[CH2:4][CH2:5][CH3:6]. (5) Given the reactants C1(P(C2C=CC=CC=2)CCCP(C2C=CC=CC=2)C2C=CC=CC=2)C=CC=CC=1.C(N(CC)CC)C.Br[C:38]1[CH:43]=[CH:42][C:41]([C:44]2[C:53]3[C:48](=[CH:49][C:50]([Cl:55])=[C:51]([CH3:54])[CH:52]=3)[O:47][C:46](=[O:56])[C:45]=2[CH2:57][C:58]([NH:60][C:61]2[CH:66]=[CH:65][C:64]([F:67])=[CH:63][C:62]=2[C:68]([F:71])([F:70])[F:69])=[O:59])=[CH:40][CH:39]=1, predict the reaction product. The product is: [Cl:55][C:50]1[CH:49]=[C:48]2[C:53]([C:44]([C:41]3[CH:42]=[CH:43][C:38]([C:46]([O:47][CH3:48])=[O:56])=[CH:39][CH:40]=3)=[C:45]([CH2:57][C:58]([NH:60][C:61]3[CH:66]=[CH:65][C:64]([F:67])=[CH:63][C:62]=3[C:68]([F:71])([F:70])[F:69])=[O:59])[C:46](=[O:56])[O:47]2)=[CH:52][C:51]=1[CH3:54]. (6) Given the reactants [C:1]1([S:7]([CH2:9][Cl:10])=O)[CH:6]=[CH:5][CH:4]=[CH:3][CH:2]=1.[C:11]([C:15]1[CH:20]=[CH:19][CH:18]=[CH:17][CH:16]=1)([CH3:14])([CH3:13])[CH3:12].[F:21][C:22]([F:35])([F:34])[S:23]([O:26]S(C(F)(F)F)(=O)=O)(=[O:25])=[O:24], predict the reaction product. The product is: [O-:26][S:23]([C:22]([F:35])([F:34])[F:21])(=[O:25])=[O:24].[C:11]([C:15]1[CH:20]=[CH:19][C:18]([S+:7]([CH2:9][Cl:10])[C:1]2[CH:6]=[CH:5][CH:4]=[CH:3][CH:2]=2)=[CH:17][CH:16]=1)([CH3:14])([CH3:13])[CH3:12]. (7) Given the reactants [F:1][C:2]1[CH:7]=[CH:6][C:5]([F:8])=[CH:4][C:3]=1[C@H:9]1[O:13][C:12](=[O:14])[NH:11][C@@H:10]1[C:15]1[CH:16]=[N:17][CH:18]=[C:19]([C:21]#[CH:22])[CH:20]=1.Br[C:24]1[CH:29]=[C:28]([Cl:30])[CH:27]=[C:26]([Cl:31])[CH:25]=1.C1(P(C2C=CC=CC=2)C2C=CC=CC=2)C=CC=CC=1, predict the reaction product. The product is: [C:12]([O-:13])(=[O:14])[CH3:24].[NH4+:11].[Cl:30][C:28]1[CH:29]=[C:24]([C:22]#[C:21][C:19]2[CH:20]=[C:15]([C@@H:10]3[C@@H:9]([C:3]4[CH:4]=[C:5]([F:8])[CH:6]=[CH:7][C:2]=4[F:1])[O:13][C:12](=[O:14])[NH:11]3)[CH:16]=[N:17][CH:18]=2)[CH:25]=[C:26]([Cl:31])[CH:27]=1.